This data is from Full USPTO retrosynthesis dataset with 1.9M reactions from patents (1976-2016). The task is: Predict the reactants needed to synthesize the given product. (1) Given the product [F:1][C@@:2]1([C:24]([NH:54][OH:55])=[O:25])[C@H:4]([C:5]2[CH:6]=[CH:7][CH:8]=[CH:9][CH:10]=2)[C@H:3]1[C:11]1[CH:16]=[CH:15][C:14]([C:17]2[N:18]=[CH:19][C:20]([CH3:23])=[CH:21][N:22]=2)=[CH:13][CH:12]=1, predict the reactants needed to synthesize it. The reactants are: [F:1][C@@:2]1([C:24](O)=[O:25])[C@H:4]([C:5]2[CH:10]=[CH:9][CH:8]=[CH:7][CH:6]=2)[C@H:3]1[C:11]1[CH:16]=[CH:15][C:14]([C:17]2[N:22]=[CH:21][C:20]([CH3:23])=[CH:19][N:18]=2)=[CH:13][CH:12]=1.F[P-](F)(F)(F)(F)F.N1(O[P+](N(C)C)(N(C)C)N(C)C)C2C=CC=CC=2N=N1.[NH2:54][OH:55].Cl.CCN(CC)CC. (2) Given the product [C:15]([C:16]([CH3:17])=[C:6]([O-:8])[C:5]([O:12][CH2:13][CH3:14])=[O:11])#[N:18].[K+:2], predict the reactants needed to synthesize it. The reactants are: O(CC)[K:2].[C:5]([O:12][CH2:13][CH3:14])(=[O:11])[C:6]([O:8]CC)=O.[C:15](#[N:18])[CH2:16][CH3:17]. (3) Given the product [Br:1][C:2]1[CH:3]=[C:4]2[CH:10]=[N:9][N:8]([CH:12]3[CH2:13][CH2:14][CH2:15][CH2:16][O:11]3)[C:5]2=[N:6][CH:7]=1, predict the reactants needed to synthesize it. The reactants are: [Br:1][C:2]1[CH:3]=[C:4]2[CH:10]=[N:9][NH:8][C:5]2=[N:6][CH:7]=1.[O:11]1[CH:16]=[CH:15][CH2:14][CH2:13][CH2:12]1.C12(CS(O)(=O)=O)C(C)(C)C(CC1)CC2=O. (4) The reactants are: [S:1]1[CH2:4][C:3](=[CH:5][C:6]([O:8][CH2:9][CH3:10])=[O:7])[CH2:2]1.[C:11]1([CH2:17][NH2:18])[CH:16]=[CH:15][CH:14]=[CH:13][CH:12]=1. Given the product [CH2:17]([NH:18][C:3]1([CH2:5][C:6]([O:8][CH2:9][CH3:10])=[O:7])[CH2:4][S:1][CH2:2]1)[C:11]1[CH:16]=[CH:15][CH:14]=[CH:13][CH:12]=1, predict the reactants needed to synthesize it. (5) Given the product [ClH:1].[F:20][C:21]1[CH:26]=[CH:25][C:24]([C:3]2[CH:8]=[CH:7][C:6]([NH:9][C:10]([CH:12]3[CH:17]4[CH2:18][CH2:19][N:14]([CH2:15][CH2:16]4)[CH2:13]3)=[O:11])=[CH:5][CH:4]=2)=[CH:23][CH:22]=1, predict the reactants needed to synthesize it. The reactants are: [ClH:1].Br[C:3]1[CH:8]=[CH:7][C:6]([NH:9][C:10]([CH:12]2[CH:17]3[CH2:18][CH2:19][N:14]([CH2:15][CH2:16]3)[CH2:13]2)=[O:11])=[CH:5][CH:4]=1.[F:20][C:21]1[CH:26]=[CH:25][C:24](B(O)O)=[CH:23][CH:22]=1.C(=O)([O-])[O-].[Cs+].[Cs+].